Dataset: Forward reaction prediction with 1.9M reactions from USPTO patents (1976-2016). Task: Predict the product of the given reaction. (1) Given the reactants [Br:1]N1C(=O)CCC1=O.[CH2:9]([C:11]1([C:24]2[CH:29]=[CH:28][CH:27]=[CH:26][N:25]=2)[N:16]2[C:17](=[O:23])[NH:18][C:19]3=[CH:20][CH:21]=[CH:22][C:14](=[C:15]23)[O:13][CH2:12]1)[CH3:10], predict the reaction product. The product is: [Br:1][C:22]1[C:14]2[O:13][CH2:12][C:11]([CH2:9][CH3:10])([C:24]3[CH:29]=[CH:28][CH:27]=[CH:26][N:25]=3)[N:16]3[C:17](=[O:23])[NH:18][C:19]([C:15]=23)=[CH:20][CH:21]=1. (2) The product is: [CH:18]1([O:17]/[N:16]=[C:5](\[C:6]2[CH:7]=[CH:8][C:9]([S:12]([CH3:15])(=[O:14])=[O:13])=[CH:10][CH:11]=2)/[C:4]([OH:23])=[O:3])[CH2:22][CH2:21][CH2:20][CH2:19]1. Given the reactants C([O:3][C:4](=[O:23])/[C:5](=[N:16]/[O:17][CH:18]1[CH2:22][CH2:21][CH2:20][CH2:19]1)/[C:6]1[CH:11]=[CH:10][C:9]([S:12]([CH3:15])(=[O:14])=[O:13])=[CH:8][CH:7]=1)C.[OH-].[Li+].O, predict the reaction product. (3) Given the reactants [CH3:1][S:2][C:3]1[N:7]2[C:8]([C:16]([F:19])([F:18])[F:17])=[CH:9][CH:10]=[C:11]([C:12]([O:14]C)=[O:13])[C:6]2=[N:5][N:4]=1.[OH-].[Na+].Cl, predict the reaction product. The product is: [CH3:1][S:2][C:3]1[N:7]2[C:8]([C:16]([F:19])([F:17])[F:18])=[CH:9][CH:10]=[C:11]([C:12]([OH:14])=[O:13])[C:6]2=[N:5][N:4]=1. (4) The product is: [CH:1]1([CH2:6][CH:7]([C:11]2[CH:16]=[CH:15][C:14]([S:17]([CH3:20])(=[O:19])=[O:18])=[CH:13][CH:12]=2)[C:8]([NH:37][C:24]2[S:25][C:26]([S:27]([N:30]3[CH2:35][CH2:34][N:33]([CH3:36])[CH2:32][CH2:31]3)(=[O:29])=[O:28])=[C:22]([CH3:21])[N:23]=2)=[O:10])[CH2:2][CH2:3][CH2:4][CH2:5]1. Given the reactants [CH:1]1([CH2:6][CH:7]([C:11]2[CH:16]=[CH:15][C:14]([S:17]([CH3:20])(=[O:19])=[O:18])=[CH:13][CH:12]=2)[C:8]([OH:10])=O)[CH2:5][CH2:4][CH2:3][CH2:2]1.[CH3:21][C:22]1[N:23]=[C:24]([NH2:37])[S:25][C:26]=1[S:27]([N:30]1[CH2:35][CH2:34][N:33]([CH3:36])[CH2:32][CH2:31]1)(=[O:29])=[O:28], predict the reaction product. (5) Given the reactants [CH3:1][O:2][C:3]1[CH:4]=[C:5]2[C:10](=[CH:11][CH:12]=1)[N:9]=[CH:8][CH:7]=[C:6]2[O:13][CH2:14][CH:15]1[CH2:20][CH2:19][CH:18]([NH:21]C(=O)OC(C)(C)C)[CH2:17][CH2:16]1.C(O)(C(F)(F)F)=O, predict the reaction product. The product is: [CH3:1][O:2][C:3]1[CH:4]=[C:5]2[C:10](=[CH:11][CH:12]=1)[N:9]=[CH:8][CH:7]=[C:6]2[O:13][CH2:14][C@H:15]1[CH2:20][CH2:19][C@H:18]([NH2:21])[CH2:17][CH2:16]1. (6) Given the reactants [CH3:1][C:2]1[CH:3]=[C:4]([CH:7]=O)[S:5][CH:6]=1.C(O)(=O)[CH2:10][C:11]([OH:13])=[O:12].N1CCCCC1, predict the reaction product. The product is: [CH3:1][C:2]1[CH:3]=[C:4]([CH:7]=[CH:10][C:11]([OH:13])=[O:12])[S:5][CH:6]=1. (7) Given the reactants [C:1]([C:3]1[CH:8]=[CH:7][C:6]([C:9]2[S:10][C:11]([C:23]([C:25]3[O:26][CH:27]=[CH:28][CH:29]=3)=[O:24])=[CH:12][C:13]=2[CH2:14][C:15](NCCN(C)C)=[O:16])=[CH:5][CH:4]=1)#[N:2].IC1C=C(C=[CH:37][CH:38]=1)C#N.[F-].[K+].[OH2:41], predict the reaction product. The product is: [C:1]([C:3]1[CH:8]=[CH:7][C:6]([C:9]2[S:10][C:11]([C:23]([C:25]3[O:26][CH:27]=[CH:28][CH:29]=3)=[O:24])=[CH:12][C:13]=2[CH2:14][C:15]([O:41][CH2:37][CH3:38])=[O:16])=[CH:5][CH:4]=1)#[N:2]. (8) Given the reactants [Br:1][C:2]1[CH:7]=[C:6]([N+:8]([O-])=O)[CH:5]=[C:4]([Br:11])[N+:3]=1[O-].O, predict the reaction product. The product is: [Br:1][C:2]1[CH:7]=[C:6]([NH2:8])[CH:5]=[C:4]([Br:11])[N:3]=1.